This data is from Peptide-MHC class I binding affinity with 185,985 pairs from IEDB/IMGT. The task is: Regression. Given a peptide amino acid sequence and an MHC pseudo amino acid sequence, predict their binding affinity value. This is MHC class I binding data. (1) The peptide sequence is VMFGLAYFSM. The MHC is HLA-A02:01 with pseudo-sequence HLA-A02:01. The binding affinity (normalized) is 0.625. (2) The peptide sequence is FVIGGMTGV. The MHC is HLA-A02:12 with pseudo-sequence HLA-A02:12. The binding affinity (normalized) is 1.00. (3) The peptide sequence is MQACPVDAI. The MHC is HLA-A02:01 with pseudo-sequence HLA-A02:01. The binding affinity (normalized) is 0.797. (4) The peptide sequence is FAAAAARTL. The MHC is HLA-B08:01 with pseudo-sequence HLA-B08:01. The binding affinity (normalized) is 0.283. (5) The peptide sequence is WFGHLASDW. The MHC is HLA-A31:01 with pseudo-sequence HLA-A31:01. The binding affinity (normalized) is 0.0847. (6) The peptide sequence is YLVAYQATT. The MHC is HLA-A02:01 with pseudo-sequence HLA-A02:01. The binding affinity (normalized) is 0.682. (7) The peptide sequence is CFDVFKEL. The MHC is H-2-Kb with pseudo-sequence H-2-Kb. The binding affinity (normalized) is 0.223. (8) The peptide sequence is HIASKINNNR. The MHC is HLA-A11:01 with pseudo-sequence HLA-A11:01. The binding affinity (normalized) is 0.233. (9) The peptide sequence is AVREATAAF. The MHC is HLA-B38:01 with pseudo-sequence HLA-B38:01. The binding affinity (normalized) is 0.0847. (10) The peptide sequence is IVFGIYKDNL. The MHC is HLA-A68:02 with pseudo-sequence HLA-A68:02. The binding affinity (normalized) is 0.405.